This data is from Catalyst prediction with 721,799 reactions and 888 catalyst types from USPTO. The task is: Predict which catalyst facilitates the given reaction. (1) The catalyst class is: 541. Reactant: C([O:8][C:9]1[CH:14]=[CH:13][C:12]([N:15]2[C:19]([CH3:20])=[C:18]([C:21]3[CH:26]=[CH:25][C:24]([O:27][CH3:28])=[CH:23][CH:22]=3)[C:17]([CH3:29])=[N:16]2)=[CH:11][CH:10]=1)C1C=CC=CC=1. Product: [CH3:28][O:27][C:24]1[CH:23]=[CH:22][C:21]([C:18]2[C:17]([CH3:29])=[N:16][N:15]([C:12]3[CH:11]=[CH:10][C:9]([OH:8])=[CH:14][CH:13]=3)[C:19]=2[CH3:20])=[CH:26][CH:25]=1. (2) Reactant: B1(C)OC(C2C=CC=CC=2)(C2C=CC=CC=2)[C@@H]2N1CCC2.B.[Cl:23][CH2:24][CH2:25][C:26]([C:28]1[CH:33]=[C:32]([F:34])[CH:31]=[C:30]([Cl:35])[CH:29]=1)=[O:27].Cl. Product: [Cl:23][CH2:24][CH2:25][C@@H:26]([C:28]1[CH:33]=[C:32]([F:34])[CH:31]=[C:30]([Cl:35])[CH:29]=1)[OH:27]. The catalyst class is: 83. (3) Reactant: [OH:1][C:2]1[CH:3]=[CH:4][C:5]([N+:15]([O-])=O)=[C:6]([CH:14]=1)[O:7][CH2:8][C:9]([CH3:13])([OH:12])[CH2:10][OH:11]. Product: [NH2:15][C:5]1[CH:4]=[CH:3][C:2]([OH:1])=[CH:14][C:6]=1[O:7][CH2:8][C:9]([CH3:13])([OH:12])[CH2:10][OH:11]. The catalyst class is: 153.